From a dataset of Catalyst prediction with 721,799 reactions and 888 catalyst types from USPTO. Predict which catalyst facilitates the given reaction. (1) Reactant: C([O:3][C:4]([CH:6]1[CH2:11][CH2:10][N:9]([C:12]2[CH:17]=[CH:16][CH:15]=[CH:14][N:13]=2)[CH2:8][CH2:7]1)=O)C.O.[NH2:19][NH2:20]. Product: [N:9]1([C:12]2[CH:17]=[CH:16][CH:15]=[CH:14][N:13]=2)[CH2:10][CH2:11][CH:6]([C:4]([NH:19][NH2:20])=[O:3])[CH2:7][CH2:8]1. The catalyst class is: 5. (2) Product: [CH3:13][O:12][C:3]1[CH:4]=[CH:5][C:6]([S:8]([CH3:11])(=[O:10])=[O:9])=[CH:7][C:2]=1[B:19]([OH:24])[OH:20]. The catalyst class is: 1. Reactant: Br[C:2]1[CH:7]=[C:6]([S:8]([CH3:11])(=[O:10])=[O:9])[CH:5]=[CH:4][C:3]=1[O:12][CH3:13].C([Li])(C)(C)C.[B:19](OC(C)C)([O:24]C(C)C)[O:20]C(C)C. (3) Reactant: [CH3:1][O:2][C:3](=[O:13])[C:4]1[CH:9]=[CH:8][CH:7]=[CH:6][C:5]=1[N:10]=[C:11]=[O:12].N1C=CC=CC=1.[CH2:20]([OH:29])[CH:21]=[CH:22][C:23]1[CH:28]=[CH:27][CH:26]=[CH:25][CH:24]=1. Product: [CH3:1][O:2][C:3](=[O:13])[C:4]1[CH:9]=[CH:8][CH:7]=[CH:6][C:5]=1[NH:10][C:11]([O:29][CH2:20]/[CH:21]=[CH:22]/[C:23]1[CH:28]=[CH:27][CH:26]=[CH:25][CH:24]=1)=[O:12]. The catalyst class is: 2. (4) Product: [CH3:1][N:2]([CH2:12][CH2:13][NH:14][S:15]([C:18]1[CH:23]=[C:22]([S:24]([C:27]2[CH:28]=[CH:29][CH:30]=[CH:31][CH:32]=2)(=[O:26])=[O:25])[CH:21]=[CH:20][C:19]=1[C:33]([F:36])([F:34])[F:35])(=[O:16])=[O:17])[C:3]([NH:5][CH2:6][C:7]([OH:9])=[O:8])=[O:4]. Reactant: [CH3:1][N:2]([CH2:12][CH2:13][NH:14][S:15]([C:18]1[CH:23]=[C:22]([S:24]([C:27]2[CH:32]=[CH:31][CH:30]=[CH:29][CH:28]=2)(=[O:26])=[O:25])[CH:21]=[CH:20][C:19]=1[C:33]([F:36])([F:35])[F:34])(=[O:17])=[O:16])[C:3]([NH:5][CH2:6][C:7]([O:9]CC)=[O:8])=[O:4].O.[OH-].[Li+]. The catalyst class is: 88. (5) Reactant: C(=O)([S:3][CH2:4][CH2:5][CH2:6][N:7]1[C:15](=[O:16])[C:14]2[C:9](=[CH:10][CH:11]=[CH:12][CH:13]=2)[C:8]1=[O:17])C.C([O-])([O-])=O.[K+].[K+].CC(O)=O. Product: [SH:3][CH2:4][CH2:5][CH2:6][N:7]1[C:15](=[O:16])[C:14]2[C:9](=[CH:10][CH:11]=[CH:12][CH:13]=2)[C:8]1=[O:17]. The catalyst class is: 191. (6) Product: [Br:37][CH2:13][C:10]1[N:11]=[CH:12][C:7]2[CH2:6][N:5]([S:2]([CH3:1])(=[O:4])=[O:3])[CH2:16][CH2:15][C:8]=2[N:9]=1. Reactant: [CH3:1][S:2]([N:5]1[CH2:16][CH2:15][C:8]2[N:9]=[C:10]([CH2:13]O)[N:11]=[CH:12][C:7]=2[CH2:6]1)(=[O:4])=[O:3].C1(P(C2C=CC=CC=2)C2C=CC=CC=2)C=CC=CC=1.C(Br)(Br)(Br)[Br:37]. The catalyst class is: 4.